This data is from Retrosynthesis with 50K atom-mapped reactions and 10 reaction types from USPTO. The task is: Predict the reactants needed to synthesize the given product. (1) Given the product O=C(CCCCCBr)Nc1cc(Cl)c(O)c(Cl)c1, predict the reactants needed to synthesize it. The reactants are: Nc1cc(Cl)c(O)c(Cl)c1.O=C(Cl)CCCCCBr. (2) Given the product COc1cc(O)c2c(c1C(=O)NCc1ccc(C#N)c3ccccc13)OC1=CC(O)=C(C(C)=O)C(=O)[C@]12C, predict the reactants needed to synthesize it. The reactants are: COc1cc(O)c2c(c1C(N)=O)OC1=CC(O)=C(C(C)=O)C(=O)[C@]12C.N#Cc1ccc(C=O)c2ccccc12. (3) Given the product COC(=O)c1cc(-c2ccccc2)cc(C)c1N, predict the reactants needed to synthesize it. The reactants are: COC(=O)c1cc(Br)cc(C)c1N.OB(O)c1ccccc1. (4) Given the product COCC1CC2CCC(C1)N2c1nc(OC2CC3CC2CN3)nc2sc(C(=O)N(C)C)c(-c3ccccc3)c12, predict the reactants needed to synthesize it. The reactants are: COCC1CC2CCC(C1)N2c1nc(OC2CC3CC2CN3C(=O)OC(C)(C)C)nc2sc(C(=O)N(C)C)c(-c3ccccc3)c12.